This data is from Catalyst prediction with 721,799 reactions and 888 catalyst types from USPTO. The task is: Predict which catalyst facilitates the given reaction. (1) Reactant: [Br:1][C:2]1[NH:6][N:5]=[CH:4][N:3]=1.C[O-].[Na+].CO.Br[CH2:13][C:14]1[CH:19]=[CH:18][CH:17]=[CH:16][CH:15]=1. Product: [CH2:13]([N:5]1[CH:4]=[N:3][C:2]([Br:1])=[N:6]1)[C:14]1[CH:19]=[CH:18][CH:17]=[CH:16][CH:15]=1. The catalyst class is: 25. (2) Reactant: [F:1][C:2]([F:10])([F:9])[C:3](=O)[CH2:4][C:5](=O)[CH3:6].[NH2:11]/[C:12](/[CH3:18])=[CH:13]\[C:14]([O:16][CH3:17])=[O:15]. The catalyst class is: 10. Product: [CH3:18][C:12]1[C:13]([C:14]([O:16][CH3:17])=[O:15])=[C:3]([C:2]([F:10])([F:9])[F:1])[CH:4]=[C:5]([CH3:6])[N:11]=1. (3) Reactant: [Br:1][C:2]1[CH:8]=[CH:7][C:5]([NH2:6])=[C:4]([C:9]([F:12])([F:11])[F:10])[CH:3]=1.[C:13]([O:17][C:18]([NH:20][C@H:21]([CH2:25][CH:26]([CH3:28])[CH3:27])[C:22](O)=[O:23])=[O:19])([CH3:16])([CH3:15])[CH3:14].O=P(Cl)(Cl)Cl. Product: [C:13]([O:17][C:18](=[O:19])[NH:20][C@H:21]([CH2:25][CH:26]([CH3:27])[CH3:28])[C:22]([NH:6][C:5]1[CH:7]=[CH:8][C:2]([Br:1])=[CH:3][C:4]=1[C:9]([F:10])([F:11])[F:12])=[O:23])([CH3:16])([CH3:15])[CH3:14]. The catalyst class is: 17. (4) Reactant: Cl.[F:2][C:3]([F:17])([F:16])[C:4]1[CH:5]=[C:6]([N:10]2[CH2:14][CH2:13][C:12]([NH2:15])=[N:11]2)[CH:7]=[CH:8][CH:9]=1.C(N(CC)CC)C.ClC1C(=O)C(C#N)=C(C#N)C(=O)C=1Cl.Cl. Product: [F:17][C:3]([F:2])([F:16])[C:4]1[CH:5]=[C:6]([N:10]2[CH:14]=[CH:13][C:12]([NH2:15])=[N:11]2)[CH:7]=[CH:8][CH:9]=1. The catalyst class is: 12. (5) Reactant: Cl[C:2]1[C:7]([C:8]#[N:9])=[C:6]([NH:10][CH2:11][CH2:12][OH:13])[N:5]=[C:4]([NH:14][CH2:15][CH2:16][OH:17])[N:3]=1.[F:18][C:19]1[CH:24]=[CH:23][C:22]([N:25]2[CH2:30][CH2:29][NH:28][CH2:27][CH2:26]2)=[CH:21][CH:20]=1.C(N(C(C)C)C(C)C)C. Product: [F:18][C:19]1[CH:20]=[CH:21][C:22]([N:25]2[CH2:30][CH2:29][N:28]([C:2]3[C:7]([C:8]#[N:9])=[C:6]([NH:10][CH2:11][CH2:12][OH:13])[N:5]=[C:4]([NH:14][CH2:15][CH2:16][OH:17])[N:3]=3)[CH2:27][CH2:26]2)=[CH:23][CH:24]=1. The catalyst class is: 12. (6) Reactant: C([O:5][C:6](=[O:41])[CH2:7][N:8]1[CH2:17][CH2:16][C:15]2[C:14]([O:18][C:19]3[CH:20]=[C:21]4[C:25](=[CH:26][CH:27]=3)[N:24]([C:28](=[O:40])[NH:29][C:30]3[CH:35]=[CH:34][CH:33]=[C:32]([C:36]([F:39])([F:38])[F:37])[CH:31]=3)[CH:23]=[CH:22]4)=[N:13][CH:12]=[N:11][C:10]=2[CH2:9]1)(C)(C)C.C(O)(C(F)(F)F)=O. Product: [F:39][C:36]([F:37])([F:38])[C:32]1[CH:31]=[C:30]([NH:29][C:28]([N:24]2[C:25]3[C:21](=[CH:20][C:19]([O:18][C:14]4[C:15]5[CH2:16][CH2:17][N:8]([CH2:7][C:6]([OH:41])=[O:5])[CH2:9][C:10]=5[N:11]=[CH:12][N:13]=4)=[CH:27][CH:26]=3)[CH:22]=[CH:23]2)=[O:40])[CH:35]=[CH:34][CH:33]=1. The catalyst class is: 2.